The task is: Predict the product of the given reaction.. This data is from Forward reaction prediction with 1.9M reactions from USPTO patents (1976-2016). (1) The product is: [OH:8][C:9]1[CH:33]=[CH:32][C:31]([O:34][CH2:35][CH2:36][N:37]2[CH2:38][CH2:39][N:40]([S:43]([CH3:46])(=[O:45])=[O:44])[CH2:41][CH2:42]2)=[CH:30][C:10]=1[C:11]([NH:13][C:14]1[CH:23]=[C:22]([C:24]2[CH:25]=[CH:26][CH:27]=[CH:28][CH:29]=2)[CH:21]=[CH:20][C:15]=1[C:16]([O:18][CH3:19])=[O:17])=[O:12]. Given the reactants C([O:8][C:9]1[CH:33]=[CH:32][C:31]([O:34][CH2:35][CH2:36][N:37]2[CH2:42][CH2:41][N:40]([S:43]([CH3:46])(=[O:45])=[O:44])[CH2:39][CH2:38]2)=[CH:30][C:10]=1[C:11]([NH:13][C:14]1[CH:23]=[C:22]([C:24]2[CH:29]=[CH:28][CH:27]=[CH:26][CH:25]=2)[CH:21]=[CH:20][C:15]=1[C:16]([O:18][CH3:19])=[O:17])=[O:12])C1C=CC=CC=1.O1CCOCC1, predict the reaction product. (2) Given the reactants [Cl:1][C:2]1[CH:3]=[C:4]([CH2:17][N:18]2[C:22]([CH3:23])=[CH:21][C:20]([NH2:24])=[N:19]2)[C:5]2[O:9][C:8]([C:10]3[CH:15]=[CH:14][CH:13]=[CH:12][CH:11]=3)=[CH:7][C:6]=2[CH:16]=1.CCN=C=NCCCN(C)C.C1C=CC2N(O)N=NC=2C=1.[O:46]1[CH2:51][CH2:50][CH:49]([C:52](O)=[O:53])[CH2:48][CH2:47]1, predict the reaction product. The product is: [Cl:1][C:2]1[CH:3]=[C:4]([CH2:17][N:18]2[C:22]([CH3:23])=[CH:21][C:20]([NH:24][C:52]([CH:49]3[CH2:50][CH2:51][O:46][CH2:47][CH2:48]3)=[O:53])=[N:19]2)[C:5]2[O:9][C:8]([C:10]3[CH:11]=[CH:12][CH:13]=[CH:14][CH:15]=3)=[CH:7][C:6]=2[CH:16]=1. (3) Given the reactants [F:1][C:2]([F:7])([F:6])[C:3]([OH:5])=[O:4].[Cl:8][C:9]1[C:17]2[C:12](=[CH:13][CH:14]=[C:15]([NH:18]C(=O)OC(C)(C)C)[CH:16]=2)[NH:11][C:10]=1[C:26]([NH:28][CH2:29][C:30]1[CH:35]=[CH:34][C:33]([Cl:36])=[C:32]([O:37][C:38]2[CH:43]=[C:42]([C:44]#[N:45])[CH:41]=[C:40]([Cl:46])[CH:39]=2)[C:31]=1[F:47])=[O:27], predict the reaction product. The product is: [F:1][C:2]([F:7])([F:6])[C:3]([OH:5])=[O:4].[NH2:18][C:15]1[CH:16]=[C:17]2[C:12](=[CH:13][CH:14]=1)[NH:11][C:10]([C:26]([NH:28][CH2:29][C:30]1[CH:35]=[CH:34][C:33]([Cl:36])=[C:32]([O:37][C:38]3[CH:43]=[C:42]([C:44]#[N:45])[CH:41]=[C:40]([Cl:46])[CH:39]=3)[C:31]=1[F:47])=[O:27])=[C:9]2[Cl:8]. (4) Given the reactants FC(F)(F)S(O[C:7]1[CH:15]=[CH:14][CH:13]=[C:12]2[C:8]=1[C:9]1[CH:19]=[C:18]([Cl:20])[CH:17]=[N:16][C:10]=1[NH:11]2)(=O)=O.[CH3:23][O:24][C:25]1[CH:26]=[C:27](B(O)O)[CH:28]=[CH:29][C:30]=1[O:31][CH3:32].C(=O)([O-])[O-].[Na+].[Na+].Cl, predict the reaction product. The product is: [Cl:20][C:18]1[CH:17]=[N:16][C:10]2[NH:11][C:12]3[C:8]([C:9]=2[CH:19]=1)=[C:7]([C:28]1[CH:27]=[CH:26][C:25]([O:24][CH3:23])=[C:30]([O:31][CH3:32])[CH:29]=1)[CH:15]=[CH:14][CH:13]=3. (5) Given the reactants [CH2:1]([N:3]([CH2:22][CH3:23])[CH2:4][CH2:5][N:6]1[CH2:11][CH2:10][C:9]2[NH:12][C:13]([CH:19]=O)=[C:14]([C:15]([F:18])([F:17])[F:16])[C:8]=2[C:7]1=[O:21])[CH3:2].[F:24][C:25]1[CH:26]=[C:27]2[C:31](=[CH:32][CH:33]=1)[NH:30][C:29](=[O:34])[CH2:28]2.N1CCCCC1, predict the reaction product. The product is: [CH2:22]([N:3]([CH2:1][CH3:2])[CH2:4][CH2:5][N:6]1[CH2:11][CH2:10][C:9]2[NH:12][C:13]([CH:19]=[C:28]3[C:27]4[C:31](=[CH:32][CH:33]=[C:25]([F:24])[CH:26]=4)[NH:30][C:29]3=[O:34])=[C:14]([C:15]([F:16])([F:18])[F:17])[C:8]=2[C:7]1=[O:21])[CH3:23].